Dataset: Forward reaction prediction with 1.9M reactions from USPTO patents (1976-2016). Task: Predict the product of the given reaction. (1) Given the reactants [CH3:1][O:2][C:3]([C:5]1[C:10]([NH2:11])=[CH:9][C:8]([C:12]([F:15])([F:14])[F:13])=[C:7]([Br:16])[N:6]=1)=[O:4].[C:17]1(C)[CH:22]=[CH:21][C:20](S(O)(=O)=O)=[CH:19][CH:18]=1.C(CC(=O)C)C(C)=O, predict the reaction product. The product is: [CH3:1][O:2][C:3]([C:5]1[C:10]([N:11]2[C:19]([CH3:20])=[CH:18][CH:17]=[C:22]2[CH3:21])=[CH:9][C:8]([C:12]([F:15])([F:13])[F:14])=[C:7]([Br:16])[N:6]=1)=[O:4]. (2) Given the reactants [Si:1]([O:18][CH:19]1[CH2:24][CH2:23][CH:22]([C:25]([O:27]CC)=[O:26])[CH2:21][CH2:20]1)([C:14]([CH3:17])([CH3:16])[CH3:15])([C:8]1[CH:13]=[CH:12][CH:11]=[CH:10][CH:9]=1)[C:2]1[CH:7]=[CH:6][CH:5]=[CH:4][CH:3]=1.[OH-].[Na+].Cl, predict the reaction product. The product is: [Si:1]([O:18][CH:19]1[CH2:20][CH2:21][CH:22]([C:25]([OH:27])=[O:26])[CH2:23][CH2:24]1)([C:14]([CH3:17])([CH3:15])[CH3:16])([C:8]1[CH:13]=[CH:12][CH:11]=[CH:10][CH:9]=1)[C:2]1[CH:3]=[CH:4][CH:5]=[CH:6][CH:7]=1. (3) Given the reactants [NH2:1][C:2](=[O:26])[CH2:3][N:4]([CH3:25])[C:5]([C:7]1[CH:15]=[C:14]2[C:10]([C:11]([S:23][CH3:24])=[CH:12][N:13]2[C:16]2[N:21]=[CH:20][C:19](Br)=[CH:18][N:17]=2)=[CH:9][CH:8]=1)=[O:6].B1(B2OC(C)(C)C(C)(C)O2)OC(C)(C)C(C)(C)O1.C([O-])(=O)C.[K+].Br[C:51]1[CH:56]=[C:55]([O:57][CH2:58]C)[CH:54]=[CH:53][N:52]=1.C(=O)([O-])[O-].[K+].[K+], predict the reaction product. The product is: [NH2:1][C:2](=[O:26])[CH2:3][N:4]([CH3:25])[C:5]([C:7]1[CH:15]=[C:14]2[C:10]([C:11]([S:23][CH3:24])=[CH:12][N:13]2[C:16]2[N:21]=[CH:20][C:19]([C:51]3[CH:56]=[C:55]([O:57][CH3:58])[CH:54]=[CH:53][N:52]=3)=[CH:18][N:17]=2)=[CH:9][CH:8]=1)=[O:6]. (4) Given the reactants [CH3:1][C:2]1[CH:11]=[CH:10][CH:9]=[C:8]2[C:3]=1[CH:4]=[C:5]([C:13]1[CH:18]=[CH:17][C:16]([CH2:19][N:20]3[CH2:25][CH2:24][NH:23][CH2:22][CH2:21]3)=[CH:15][CH:14]=1)[NH:6][C:7]2=[O:12].[C:26]([N:30]=[C:31]=[O:32])([CH3:29])([CH3:28])[CH3:27], predict the reaction product. The product is: [C:26]([NH:30][C:31]([N:23]1[CH2:24][CH2:25][N:20]([CH2:19][C:16]2[CH:15]=[CH:14][C:13]([C:5]3[NH:6][C:7](=[O:12])[C:8]4[C:3]([CH:4]=3)=[C:2]([CH3:1])[CH:11]=[CH:10][CH:9]=4)=[CH:18][CH:17]=2)[CH2:21][CH2:22]1)=[O:32])([CH3:29])([CH3:28])[CH3:27]. (5) Given the reactants [OH:1][C:2]1[C:15]2[C:14](=[O:16])[C:13]3[C:8](=[CH:9][CH:10]=[CH:11][C:12]=3[OH:17])[C:7](=[O:18])[C:6]=2[CH:5]=[C:4]([C:19]([OH:21])=[O:20])[CH:3]=1.[CH3:22][O:23][CH2:24][CH2:25][CH2:26][C:27](Cl)=[O:28].[OH2:30].[C:31]([O:34][CH2:35][CH3:36])(=O)C.N1[CH:42]=[CH:41]C=CC=1, predict the reaction product. The product is: [CH3:22][O:23][CH2:24][CH2:25][CH2:26][C:27]([O:1][C:2]1[C:15]2[C:14](=[O:16])[C:13]3[C:8](=[CH:9][CH:10]=[CH:11][C:12]=3[O:17][C:41](=[O:30])[CH2:42][CH2:36][CH2:35][O:34][CH3:31])[C:7](=[O:18])[C:6]=2[CH:5]=[C:4]([C:19]([OH:21])=[O:20])[CH:3]=1)=[O:28]. (6) Given the reactants [O:1]=[C:2]1[N:6]([CH2:7][C:8]2[CH:17]=[CH:16][C:11]3[NH:12][C:13](=[O:15])[NH:14][C:10]=3[CH:9]=2)[C:5]2[CH:18]=[C:19]([C:22]([O:24]C)=[O:23])[CH:20]=[CH:21][C:4]=2[O:3]1.Cl, predict the reaction product. The product is: [O:1]=[C:2]1[N:6]([CH2:7][C:8]2[CH:17]=[CH:16][C:11]3[NH:12][C:13](=[O:15])[NH:14][C:10]=3[CH:9]=2)[C:5]2[CH:18]=[C:19]([C:22]([OH:24])=[O:23])[CH:20]=[CH:21][C:4]=2[O:3]1.